This data is from NCI-60 drug combinations with 297,098 pairs across 59 cell lines. The task is: Regression. Given two drug SMILES strings and cell line genomic features, predict the synergy score measuring deviation from expected non-interaction effect. (1) Drug 1: COC1=NC(=NC2=C1N=CN2C3C(C(C(O3)CO)O)O)N. Drug 2: CS(=O)(=O)OCCCCOS(=O)(=O)C. Cell line: HOP-92. Synergy scores: CSS=1.19, Synergy_ZIP=-0.271, Synergy_Bliss=3.98, Synergy_Loewe=-4.85, Synergy_HSA=-0.231. (2) Drug 1: C1=CN(C=N1)CC(O)(P(=O)(O)O)P(=O)(O)O. Drug 2: C1=NC2=C(N1)C(=S)N=CN2. Cell line: SW-620. Synergy scores: CSS=19.3, Synergy_ZIP=-9.06, Synergy_Bliss=-1.83, Synergy_Loewe=-13.7, Synergy_HSA=-1.78. (3) Drug 1: COC1=CC(=CC(=C1O)OC)C2C3C(COC3=O)C(C4=CC5=C(C=C24)OCO5)OC6C(C(C7C(O6)COC(O7)C8=CC=CS8)O)O. Drug 2: C1CN(CCN1C(=O)CCBr)C(=O)CCBr. Cell line: ACHN. Synergy scores: CSS=69.7, Synergy_ZIP=-0.728, Synergy_Bliss=-0.0959, Synergy_Loewe=-4.76, Synergy_HSA=1.34. (4) Drug 1: C1CCN(CC1)CCOC2=CC=C(C=C2)C(=O)C3=C(SC4=C3C=CC(=C4)O)C5=CC=C(C=C5)O. Drug 2: CC1=C(C=C(C=C1)C(=O)NC2=CC(=CC(=C2)C(F)(F)F)N3C=C(N=C3)C)NC4=NC=CC(=N4)C5=CN=CC=C5. Cell line: MDA-MB-435. Synergy scores: CSS=-3.33, Synergy_ZIP=7.92, Synergy_Bliss=10.5, Synergy_Loewe=-2.77, Synergy_HSA=-1.10.